Dataset: Forward reaction prediction with 1.9M reactions from USPTO patents (1976-2016). Task: Predict the product of the given reaction. Given the reactants C([Li])CCC.[I:6][C:7]1[CH:14]=C[C:10](C=O)=[CH:9][CH:8]=1.[C:15](OCC)(=[O:17])[CH3:16].[O:21]1[CH2:25][CH2:24][CH2:23][CH2:22]1, predict the reaction product. The product is: [CH2:15]([O:17][C:25](=[O:21])[CH:24]=[CH:23][C:22]1[CH:10]=[CH:9][CH:8]=[C:7]([I:6])[CH:14]=1)[CH3:16].